Dataset: hERG potassium channel inhibition data for cardiac toxicity prediction from Karim et al.. Task: Regression/Classification. Given a drug SMILES string, predict its toxicity properties. Task type varies by dataset: regression for continuous values (e.g., LD50, hERG inhibition percentage) or binary classification for toxic/non-toxic outcomes (e.g., AMES mutagenicity, cardiotoxicity, hepatotoxicity). Dataset: herg_karim. (1) The molecule is CN(C)CCC1CCN(c2cc(C(=O)NC[C@H]3CC[C@H](CNC(=O)OC(C)(C)C)CC3)c3ccccc3n2)CC1. The result is 0 (non-blocker). (2) The molecule is CN1Cc2ccccc2C(c2ccc(F)cc2F)N=C1CCc1ccc(NS(C)(=O)=O)cc1. The result is 1 (blocker). (3) The molecule is C[C@H]1CN(Cc2ccc(CC(=O)N3CCC(Nc4cccc(F)c4)CC3)cc2)CCN1. The result is 0 (non-blocker). (4) The compound is Fc1ccc(Cn2c([C@H]3CNCCO3)nc3ccccc32)cc1. The result is 1 (blocker). (5) The drug is C[C@@H]1C(=O)NN=C2COc3cc(C(F)(F)F)c(NC4CNC4)cc3N21. The result is 0 (non-blocker). (6) The compound is Cc1ncc(OC[C@@]2(c3cccc(F)c3)C[C@H]2C(=O)Nc2cc(C)c(F)cn2)c(C)n1. The result is 0 (non-blocker). (7) The molecule is Cn1cc(CN2[C@H]3CC[C@@H]2C[C@@H](Oc2cccc(C(N)=O)c2)C3)cn1. The result is 1 (blocker).